Dataset: Full USPTO retrosynthesis dataset with 1.9M reactions from patents (1976-2016). Task: Predict the reactants needed to synthesize the given product. (1) Given the product [CH3:1][O:2][C:3]1[CH:4]=[C:5]([NH:12][CH:13]2[CH2:14][NH:15][CH2:16]2)[CH:6]=[CH:7][C:8]=1[N+:9]([O-:11])=[O:10].[C:24]([OH:30])([C:26]([F:29])([F:28])[F:27])=[O:25], predict the reactants needed to synthesize it. The reactants are: [CH3:1][O:2][C:3]1[CH:4]=[C:5]([NH:12][CH:13]2[CH2:16][N:15](C(OC(C)(C)C)=O)[CH2:14]2)[CH:6]=[CH:7][C:8]=1[N+:9]([O-:11])=[O:10].[C:24]([OH:30])([C:26]([F:29])([F:28])[F:27])=[O:25]. (2) Given the product [CH3:1][S:2]([C:5]1[CH:6]=[CH:7][C:8]([O:9][CH2:10][C:11]2[CH:16]=[CH:15][C:14]([CH:17]3[CH2:22][CH2:21][N:20]([C:31]#[N:30])[CH2:19][CH2:18]3)=[CH:13][N:12]=2)=[CH:23][CH:24]=1)(=[O:3])=[O:4], predict the reactants needed to synthesize it. The reactants are: [CH3:1][S:2]([C:5]1[CH:24]=[CH:23][C:8]([O:9][CH2:10][C:11]2[CH:16]=[CH:15][C:14]([CH:17]3[CH2:22][CH2:21][NH:20][CH2:19][CH2:18]3)=[CH:13][N:12]=2)=[CH:7][CH:6]=1)(=[O:4])=[O:3].C(=O)([O-])O.[Na+].[N:30]#[C:31]Br. (3) Given the product [F:20][C:21]([F:27])([F:26])[S:22]([C:2]1[CH:3]=[C:4]2[C:9](=[C:10]([C:12]3[CH:17]=[CH:16][CH:15]=[C:14]([C:18]#[N:19])[CH:13]=3)[N:11]=1)[N:8]=[CH:7][CH:6]=[CH:5]2)(=[O:24])=[O:23], predict the reactants needed to synthesize it. The reactants are: N[C:2]1[CH:3]=[C:4]2[C:9](=[C:10]([C:12]3[CH:17]=[CH:16][CH:15]=[C:14]([C:18]#[N:19])[CH:13]=3)[N:11]=1)[N:8]=[CH:7][CH:6]=[CH:5]2.[F:20][C:21]([F:27])([F:26])[S:22](O)(=[O:24])=[O:23].N([O-])=O.[Na+]. (4) Given the product [CH2:6]([N:13]1[CH:17]2[CH2:16][CH2:15][CH:14]1[CH2:20][N:4]([CH2:1][CH:2]=[CH2:3])[CH2:18]2)[C:7]1[CH:12]=[CH:11][CH:10]=[CH:9][CH:8]=1, predict the reactants needed to synthesize it. The reactants are: [CH2:1]([NH2:4])[CH:2]=[CH2:3].Cl.[CH2:6]([N:13]1[C@H:17]([CH2:18]Cl)[CH2:16][CH2:15][C@@H:14]1[CH2:20]Cl)[C:7]1[CH:12]=[CH:11][CH:10]=[CH:9][CH:8]=1.[Na+].[I-].C([O-])(O)=O.[Na+]. (5) Given the product [CH2:1]([N:8]1[C:16]2[CH:15]=[CH:14][C:13]([F:17])=[CH:12][C:11]=2[C:10]2[NH:18][N:19]=[CH:20][C:9]1=2)[C:2]1[CH:3]=[CH:4][CH:5]=[CH:6][CH:7]=1, predict the reactants needed to synthesize it. The reactants are: [CH2:1]([N:8]1[C:16]2[CH:15]=[CH:14][C:13]([F:17])=[CH:12][C:11]=2[C:10]2[N:18](C3CCCCO3)[N:19]=[CH:20][C:9]1=2)[C:2]1[CH:7]=[CH:6][CH:5]=[CH:4][CH:3]=1.Cl. (6) Given the product [CH3:3][O:4][C:5](=[O:12])[C:6](=[C:7]1[CH2:11][CH2:10][CH2:9][NH:8]1)[CH2:18][C:17]1[CH:20]=[CH:21][CH:22]=[C:15]([C:13]#[N:14])[CH:16]=1, predict the reactants needed to synthesize it. The reactants are: [H-].[Na+].[CH3:3][O:4][C:5](=[O:12])[CH:6]=[C:7]1[CH2:11][CH2:10][CH2:9][NH:8]1.[C:13]([C:15]1[CH:16]=[C:17]([CH:20]=[CH:21][CH:22]=1)[CH2:18]Br)#[N:14].Cl. (7) Given the product [CH:57]([OH:56])=[O:61].[CH3:55][N:51]1[CH:52]=[CH:53][N:54]=[C:50]1[C:48]([C:2]1[CH:7]=[CH:6][C:5]([N:8]2[C:16]3[CH2:15][CH2:14][CH2:13][CH2:12][C:11]=3[C:10]([C:17]([F:20])([F:19])[F:18])=[N:9]2)=[CH:4][CH:3]=1)=[O:49], predict the reactants needed to synthesize it. The reactants are: Br[C:2]1[CH:7]=[CH:6][C:5]([N:8]2[C:16]3[CH2:15][CH2:14][CH2:13][CH2:12][C:11]=3[C:10]([C:17]([F:20])([F:19])[F:18])=[N:9]2)=[CH:4][CH:3]=1.IC1C=CC(N2C3CCCCC=3C(C(F)(F)F)=N2)=CC=1.C([Li])CCC.CN([O:56][CH3:57])[C:48]([C:50]1[N:51]([CH3:55])[CH:52]=[CH:53][N:54]=1)=[O:49].C1C[O:61]CC1. (8) The reactants are: C(N(CC)CC)C.[C:8]([O:12][C:13]([N:15]1[CH2:20][CH2:19][C@@H:18]([O:21][CH3:22])[C@H:17]([NH2:23])[CH2:16]1)=[O:14])([CH3:11])([CH3:10])[CH3:9].[CH3:24][S:25](Cl)(=[O:27])=[O:26]. Given the product [C:8]([O:12][C:13]([N:15]1[CH2:20][CH2:19][C@@H:18]([O:21][CH3:22])[C@H:17]([NH:23][S:25]([CH3:24])(=[O:27])=[O:26])[CH2:16]1)=[O:14])([CH3:11])([CH3:10])[CH3:9], predict the reactants needed to synthesize it. (9) The reactants are: [CH:1]([C:4]1[N:9]=[C:8]([O:10]C)[C:7]([C:12]2[N:17]=[C:16]3[C:18]([CH3:26])=[CH:19][N:20]([C@@H:21]([CH3:25])[CH2:22][O:23][CH3:24])[C:15]3=[CH:14][C:13]=2[O:27][CH3:28])=[CH:6][CH:5]=1)([CH3:3])[CH3:2].C(=O)(O)[O-].[Na+]. Given the product [CH:1]([C:4]1[N:9]=[C:8]([OH:10])[C:7]([C:12]2[N:17]=[C:16]3[C:18]([CH3:26])=[CH:19][N:20]([C@@H:21]([CH3:25])[CH2:22][O:23][CH3:24])[C:15]3=[CH:14][C:13]=2[O:27][CH3:28])=[CH:6][CH:5]=1)([CH3:3])[CH3:2], predict the reactants needed to synthesize it.